This data is from Reaction yield outcomes from USPTO patents with 853,638 reactions. The task is: Predict the reaction yield, written as a fraction of the theoretical maximum amount of product (1.0 means a 100% yield; for example, 0.34 means a 34% yield). (1) The reactants are [CH3:1][C:2]1[CH:6]=[C:5]([C:7]([OH:9])=O)[N:4]([C:10]2[CH:15]=[CH:14][CH:13]=[CH:12][CH:11]=2)[N:3]=1.CN(C)C=O.C(Cl)(=O)C(Cl)=O.[NH2:27][C:28]1[CH:49]=[CH:48][C:31]([O:32][C:33]2[CH:34]=[CH:35][C:36]3[N:37]([CH:39]=[C:40]([NH:42][C:43]([CH:45]4[CH2:47][CH2:46]4)=[O:44])[N:41]=3)[N:38]=2)=[CH:30][CH:29]=1. The catalyst is CN(C)C(=O)C.O1CCCC1. The product is [CH:45]1([C:43]([NH:42][C:40]2[N:41]=[C:36]3[CH:35]=[CH:34][C:33]([O:32][C:31]4[CH:30]=[CH:29][C:28]([NH:27][C:7]([C:5]5[N:4]([C:10]6[CH:15]=[CH:14][CH:13]=[CH:12][CH:11]=6)[N:3]=[C:2]([CH3:1])[CH:6]=5)=[O:9])=[CH:49][CH:48]=4)=[N:38][N:37]3[CH:39]=2)=[O:44])[CH2:46][CH2:47]1. The yield is 0.650. (2) The reactants are [CH3:1][N:2]([CH3:21])[C:3]1[CH:8]=[CH:7][CH:6]=[CH:5][C:4]=1[C:9]1[O:10][C:11]2[C:12](=[C:14]([C:18]([OH:20])=O)[CH:15]=[CH:16][CH:17]=2)[N:13]=1.[ClH:22].Cl.[NH2:24][C@H:25]1[CH:30]2[CH2:31][CH2:32][N:27]([CH2:28][CH2:29]2)[CH2:26]1.Cl.C(N=C=NCCCN(C)C)C.ON1C2C=CC=CC=2N=N1.C(N(CC)CC)C. The catalyst is CN(C=O)C.ClCCl. The product is [N:27]12[CH2:32][CH2:31][CH:30]([CH2:29][CH2:28]1)[C@H:25]([NH:24][C:18]([C:14]1[CH:15]=[C:16]([Cl:22])[CH:17]=[C:11]3[O:10][C:9]([C:4]4[CH:5]=[CH:6][CH:7]=[CH:8][C:3]=4[N:2]([CH3:1])[CH3:21])=[N:13][C:12]=13)=[O:20])[CH2:26]2. The yield is 0.320. (3) The reactants are [CH2:1]([O:3][C:4]1[CH:13]=[CH:12][C:7]2[N:8]=[C:9]([NH2:11])[S:10][C:6]=2[CH:5]=1)[CH3:2].[C:14]1([CH3:23])[CH:19]=[CH:18][C:17]([C:20](Cl)=[O:21])=[CH:16][CH:15]=1.C[O:25][C:26]1[CH:35]=CC2N=C(N)SC=2C=1.ClC1C=C(C=CC=1)C(Cl)=[O:41]. No catalyst specified. The product is [CH2:1]([O:3][C:4]1[CH:13]=[CH:12][C:7]2[N:8]([CH2:35][C:26]([OH:25])=[O:41])[C:9](=[N:11][C:20](=[O:21])[C:17]3[CH:18]=[CH:19][C:14]([CH3:23])=[CH:15][CH:16]=3)[S:10][C:6]=2[CH:5]=1)[CH3:2]. The yield is 0.120. (4) The reactants are [Cl:1][C:2]1[CH:3]=[CH:4][CH:5]=[C:6]2[C:11]=1[C:10]([C:12]([N:14]([CH3:16])[CH3:15])=[O:13])=[CH:9][CH:8]=[C:7]2[O:17]C.B(Br)(Br)Br. The catalyst is C(Cl)Cl. The product is [Cl:1][C:2]1[CH:3]=[CH:4][CH:5]=[C:6]2[C:11]=1[C:10]([C:12]([N:14]([CH3:15])[CH3:16])=[O:13])=[CH:9][CH:8]=[C:7]2[OH:17]. The yield is 0.940. (5) The reactants are [CH3:1][O:2][C:3]1[CH:8]=[CH:7][C:6]([C:9]2([C:12]([O:14]C)=O)[CH2:11][CH2:10]2)=[CH:5][CH:4]=1.[NH2:16][NH2:17]. The yield is 0.830. No catalyst specified. The product is [CH3:1][O:2][C:3]1[CH:8]=[CH:7][C:6]([C:9]2([C:12]([NH:16][NH2:17])=[O:14])[CH2:11][CH2:10]2)=[CH:5][CH:4]=1. (6) The reactants are [F:1][CH2:2][C:3]([CH2:15][F:16])([CH3:14])[C:4]([O:6]CC1C=CC=CC=1)=[O:5]. The catalyst is CCOC(C)=O.[Pd]. The product is [F:1][CH2:2][C:3]([CH2:15][F:16])([CH3:14])[C:4]([OH:6])=[O:5]. The yield is 0.880.